This data is from NCI-60 drug combinations with 297,098 pairs across 59 cell lines. The task is: Regression. Given two drug SMILES strings and cell line genomic features, predict the synergy score measuring deviation from expected non-interaction effect. (1) Drug 1: CC12CCC3C(C1CCC2=O)CC(=C)C4=CC(=O)C=CC34C. Drug 2: C#CCC(CC1=CN=C2C(=N1)C(=NC(=N2)N)N)C3=CC=C(C=C3)C(=O)NC(CCC(=O)O)C(=O)O. Cell line: ACHN. Synergy scores: CSS=41.4, Synergy_ZIP=-1.09, Synergy_Bliss=-5.29, Synergy_Loewe=-7.17, Synergy_HSA=-6.20. (2) Drug 1: C1=CC(=CC=C1CCCC(=O)O)N(CCCl)CCCl. Drug 2: CC(C)NC(=O)C1=CC=C(C=C1)CNNC.Cl. Cell line: M14. Synergy scores: CSS=1.23, Synergy_ZIP=-5.43, Synergy_Bliss=-5.51, Synergy_Loewe=-18.7, Synergy_HSA=-9.69.